Dataset: Full USPTO retrosynthesis dataset with 1.9M reactions from patents (1976-2016). Task: Predict the reactants needed to synthesize the given product. (1) Given the product [CH2:20]([C:16]1[CH:15]=[C:14]([N:9]2[CH:10]=[CH:11][C:12](=[O:13])[C:7]([C:5]3[N:29]([C:23]4[CH:28]=[CH:27][CH:26]=[CH:25][CH:24]=4)[N:2]=[CH:3][CH:4]=3)=[N:8]2)[CH:19]=[CH:18][CH:17]=1)[CH3:21], predict the reactants needed to synthesize it. The reactants are: C[N:2](C)/[CH:3]=[CH:4]/[C:5]([C:7]1[C:12](=[O:13])[CH:11]=[CH:10][N:9]([C:14]2[CH:19]=[CH:18][CH:17]=[C:16]([CH2:20][CH3:21])[CH:15]=2)[N:8]=1)=O.[C:23]1([NH:29]N)[CH:28]=[CH:27][CH:26]=[CH:25][CH:24]=1. (2) Given the product [F:1][C@@:2]1([CH3:37])[CH2:6][N:5]([S:7]([C:10]2[CH:11]=[CH:12][C:13]([F:16])=[CH:14][CH:15]=2)(=[O:8])=[O:9])[C@H:4]([C:17]([NH:19][CH2:20][C:21]2[CH:26]=[C:25]([C:39]3[CH:44]=[N:43][C:42]([C:45]([F:48])([F:47])[F:46])=[CH:41][N:40]=3)[CH:24]=[C:23]([F:36])[CH:22]=2)=[O:18])[CH2:3]1, predict the reactants needed to synthesize it. The reactants are: [F:1][C@@:2]1([CH3:37])[CH2:6][N:5]([S:7]([C:10]2[CH:15]=[CH:14][C:13]([F:16])=[CH:12][CH:11]=2)(=[O:9])=[O:8])[C@H:4]([C:17]([NH:19][CH2:20][C:21]2[CH:26]=[C:25](B3OC(C)(C)C(C)(C)O3)[CH:24]=[C:23]([F:36])[CH:22]=2)=[O:18])[CH2:3]1.Cl[C:39]1[CH:44]=[N:43][C:42]([C:45]([F:48])([F:47])[F:46])=[CH:41][N:40]=1.C(=O)([O-])[O-].[Na+].[Na+].C([O-])(=O)C.[K+].